From a dataset of Peptide-MHC class I binding affinity with 185,985 pairs from IEDB/IMGT. Regression. Given a peptide amino acid sequence and an MHC pseudo amino acid sequence, predict their binding affinity value. This is MHC class I binding data. (1) The peptide sequence is SLVENNFFTK. The MHC is HLA-A68:01 with pseudo-sequence HLA-A68:01. The binding affinity (normalized) is 0.558. (2) The peptide sequence is ETDLNQWMV. The MHC is HLA-A02:03 with pseudo-sequence HLA-A02:03. The binding affinity (normalized) is 0.321. (3) The peptide sequence is NVDIIDLLL. The MHC is HLA-A02:03 with pseudo-sequence HLA-A02:03. The binding affinity (normalized) is 0.231. (4) The MHC is H-2-Kb with pseudo-sequence H-2-Kb. The binding affinity (normalized) is 1.00. The peptide sequence is RVFLFGNL.